This data is from Forward reaction prediction with 1.9M reactions from USPTO patents (1976-2016). The task is: Predict the product of the given reaction. (1) Given the reactants [CH3:1][C:2]1[O:3][C:4]2[C:9]([C:10](=[O:12])[CH:11]=1)=[CH:8][CH:7]=[CH:6][C:5]=2[CH:13]=O.O=[C:16]([CH3:23])[CH2:17][C:18]([O:20][CH2:21][CH3:22])=[O:19].[NH2:24][C:25]([CH3:39])=[CH:26][C:27]([C:29]1[CH:34]=[CH:33][C:32]([C:35]([F:38])([F:37])[F:36])=[CH:31][CH:30]=1)=[O:28].C(O)(=O)C, predict the reaction product. The product is: [CH3:23][C:16]1[NH:24][C:25]([CH3:39])=[C:26]([C:27](=[O:28])[C:29]2[CH:34]=[CH:33][C:32]([C:35]([F:37])([F:38])[F:36])=[CH:31][CH:30]=2)[CH:13]([C:5]2[CH:6]=[CH:7][CH:8]=[C:9]3[C:4]=2[O:3][C:2]([CH3:1])=[CH:11][C:10]3=[O:12])[C:17]=1[C:18]([O:20][CH2:21][CH3:22])=[O:19]. (2) Given the reactants Cl[C:2]1[CH:7]=[CH:6][CH:5]=[C:4]([C:8]([F:11])([F:10])[F:9])[N:3]=1.C([Li])CCC.Br[C:18]1[S:22][C:21]([C:23]2[N:27]3[N:28]=[C:29]([CH3:37])[CH:30]=[C:31]([CH:32]([CH2:35][CH3:36])[CH2:33][CH3:34])[C:26]3=[N:25][C:24]=2[CH3:38])=[C:20]([CH3:39])[CH:19]=1, predict the reaction product. The product is: [CH2:33]([CH:32]([C:31]1[C:26]2[N:27]([C:23]([C:21]3[S:22][C:18]([C:2]4[CH:7]=[CH:6][CH:5]=[C:4]([C:8]([F:11])([F:10])[F:9])[N:3]=4)=[CH:19][C:20]=3[CH3:39])=[C:24]([CH3:38])[N:25]=2)[N:28]=[C:29]([CH3:37])[CH:30]=1)[CH2:35][CH3:36])[CH3:34]. (3) The product is: [C:32]([O:36][C:37]([N:39]1[CH2:43][CH:42]([OH:44])[CH:41]([NH:45][C:20]2[S:21][C:17](=[CH:16][C:12]3[CH:11]=[C:10]4[C:15](=[CH:14][CH:13]=3)[N:7]([CH2:6][C:5]3[CH:26]=[CH:27][C:2]([Cl:1])=[CH:3][C:4]=3[C:28]([F:31])([F:29])[F:30])[N:8]=[CH:9]4)[C:18](=[O:25])[N:19]=2)[CH2:40]1)=[O:38])([CH3:35])([CH3:33])[CH3:34]. Given the reactants [Cl:1][C:2]1[CH:27]=[CH:26][C:5]([CH2:6][N:7]2[C:15]3[C:10](=[CH:11][C:12]([CH:16]=[C:17]4[S:21][C:20](SCC)=[N:19][C:18]4=[O:25])=[CH:13][CH:14]=3)[CH:9]=[N:8]2)=[C:4]([C:28]([F:31])([F:30])[F:29])[CH:3]=1.[C:32]([O:36][C:37]([N:39]1[CH2:43][CH:42]([OH:44])[CH:41]([NH2:45])[CH2:40]1)=[O:38])([CH3:35])([CH3:34])[CH3:33], predict the reaction product. (4) Given the reactants [F:1][C:2]1[CH:3]=[C:4]([CH:15]=[CH:16][CH:17]=1)[CH2:5][O:6][CH2:7][C:8]1[N:13]=[C:12]([NH2:14])[CH:11]=[CH:10][CH:9]=1.[Cl:18][C:19]1[CH:24]=[C:23]([Cl:25])[CH:22]=[C:21]([CH3:26])[C:20]=1[S:27](Cl)(=[O:29])=[O:28], predict the reaction product. The product is: [Cl:18][C:19]1[CH:24]=[C:23]([Cl:25])[CH:22]=[C:21]([CH3:26])[C:20]=1[S:27]([NH:14][C:12]1[CH:11]=[CH:10][CH:9]=[C:8]([CH2:7][O:6][CH2:5][C:4]2[CH:15]=[CH:16][CH:17]=[C:2]([F:1])[CH:3]=2)[N:13]=1)(=[O:29])=[O:28]. (5) Given the reactants [F:1][C:2]1[CH:7]=[CH:6][C:5]([C:8](=O)[CH2:9][CH2:10][C:11]([O:13][CH3:14])=[O:12])=[CH:4][CH:3]=1, predict the reaction product. The product is: [F:1][C:2]1[CH:3]=[CH:4][C:5]([CH2:8][CH2:9][CH2:10][C:11]([O:13][CH3:14])=[O:12])=[CH:6][CH:7]=1. (6) Given the reactants [Cl:1][C:2]1[CH:3]=[C:4]2[C:8](=[CH:9][CH:10]=1)[NH:7][C:6]([CH2:11][CH2:12][CH2:13][CH2:14][CH2:15][CH3:16])=[CH:5]2.[OH-].[K+].I[CH3:20], predict the reaction product. The product is: [Cl:1][C:2]1[CH:3]=[C:4]2[C:8](=[CH:9][CH:10]=1)[N:7]([CH3:20])[C:6]([CH2:11][CH2:12][CH2:13][CH2:14][CH2:15][CH3:16])=[CH:5]2. (7) Given the reactants C([N:8]1[CH:13]2[C:14](=[O:29])[N:15]([C:18]3[CH:23]=[CH:22][C:21]([O:24][C:25]([F:28])([F:27])[F:26])=[CH:20][CH:19]=3)[C:16](=[O:17])[CH:9]1[CH2:10][S:11][CH2:12]2)C1C=CC=CC=1.FC(F)(F)C1C=CC(C2CCNCC=2)=CC=1, predict the reaction product. The product is: [F:28][C:25]([F:26])([F:27])[O:24][C:21]1[CH:20]=[CH:19][C:18]([N:15]2[C:16](=[O:17])[CH:9]3[NH:8][CH:13]([CH2:12][S:11][CH2:10]3)[C:14]2=[O:29])=[CH:23][CH:22]=1. (8) Given the reactants [F:1][C:2]1[C:3]([O:21][CH3:22])=[C:4]([CH:8]([CH2:18][CH2:19][CH3:20])[CH2:9][C:10]([OH:17])([C:13]([F:16])([F:15])[F:14])[CH:11]=O)[CH:5]=[CH:6][CH:7]=1.[NH2:23][C:24]1[CH:33]=[C:32]([F:34])[CH:31]=[C:30]2[C:25]=1[CH:26]=[N:27][C:28]([CH3:35])=[N:29]2, predict the reaction product. The product is: [F:1][C:2]1[C:3]([O:21][CH3:22])=[C:4]([CH:8]([CH2:18][CH2:19][CH3:20])[CH2:9][C:10]([C:13]([F:16])([F:14])[F:15])([OH:17])[CH:11]=[N:23][C:24]2[CH:33]=[C:32]([F:34])[CH:31]=[C:30]3[C:25]=2[CH:26]=[N:27][C:28]([CH3:35])=[N:29]3)[CH:5]=[CH:6][CH:7]=1. (9) Given the reactants [NH2:1][CH:2]([CH2:15][C:16]1[CH:21]=[CH:20][C:19]([F:22])=[CH:18][CH:17]=1)[CH:3]([C:5]1[CH:10]=[CH:9][C:8]([C:11]([F:14])([F:13])[F:12])=[CH:7][CH:6]=1)[OH:4].[F:23][C:24]1[C:33]2[C:28](=[CH:29][CH:30]=[CH:31][CH:32]=2)[C:27]([C:34](O)=[O:35])=[CH:26][CH:25]=1.Cl.C(N=C=NCCCN(C)C)C.ON1C2C=CC=CC=2N=N1, predict the reaction product. The product is: [F:23][C:24]1[C:33]2[C:28](=[CH:29][CH:30]=[CH:31][CH:32]=2)[C:27]([C:34]([NH:1][CH:2]([CH2:15][C:16]2[CH:17]=[CH:18][C:19]([F:22])=[CH:20][CH:21]=2)[CH:3]([OH:4])[C:5]2[CH:10]=[CH:9][C:8]([C:11]([F:12])([F:13])[F:14])=[CH:7][CH:6]=2)=[O:35])=[CH:26][CH:25]=1. (10) Given the reactants Cl[CH2:2][C:3]1[CH:8]=[CH:7][CH:6]=[CH:5][N:4]=1.[Cl:9][C:10]1[CH:15]=[C:14]([NH:16][C:17]2[C:26]3[C:21](=[CH:22][CH:23]=[CH:24][C:25]=3[O:27][C@H:28]([C@H:30]3[CH2:34][CH2:33][CH2:32][N:31]3[C:35](=[O:38])[CH2:36][OH:37])[CH3:29])[N:20]=[CH:19][N:18]=2)[CH:13]=[CH:12][C:11]=1[OH:39], predict the reaction product. The product is: [Cl:9][C:10]1[CH:15]=[C:14]([NH:16][C:17]2[C:26]3[C:21](=[CH:22][CH:23]=[CH:24][C:25]=3[O:27][C@H:28]([C@H:30]3[CH2:34][CH2:33][CH2:32][N:31]3[C:35](=[O:38])[CH2:36][OH:37])[CH3:29])[N:20]=[CH:19][N:18]=2)[CH:13]=[CH:12][C:11]=1[O:39][CH2:2][C:3]1[CH:8]=[CH:7][CH:6]=[CH:5][N:4]=1.